Dataset: Reaction yield outcomes from USPTO patents with 853,638 reactions. Task: Predict the reaction yield, written as a fraction of the theoretical maximum amount of product (1.0 means a 100% yield; for example, 0.34 means a 34% yield). (1) The yield is 0.500. The reactants are [NH:1]1[CH:5]=[N:4][C:3]([NH2:6])=[N:2]1.[CH2:7]([O:10][CH:11]1[CH2:16][CH2:15][C:14](=O)[CH2:13][CH2:12]1)[CH:8]=[CH2:9].C([BH3-])#N.[Na+].O. The catalyst is C(O)(=O)C. The product is [CH2:7]([O:10][CH:11]1[CH2:16][CH2:15][CH:14]([NH:6][C:3]2[NH:4][CH:5]=[N:1][N:2]=2)[CH2:13][CH2:12]1)[CH:8]=[CH2:9]. (2) The reactants are [CH3:1][O:2][C:3](=[O:15])[C:4]1[CH:9]=[CH:8][C:7]([C:10](=O)[CH:11](Br)[F:12])=[CH:6][CH:5]=1.[CH3:16][N:17]1[CH2:22][CH2:21][N:20]([C:23](=[S:25])[NH2:24])[CH2:19][CH2:18]1. The catalyst is C(O)C. The product is [CH3:1][O:2][C:3](=[O:15])[C:4]1[CH:9]=[CH:8][C:7]([C:10]2[N:24]=[C:23]([N:20]3[CH2:21][CH2:22][N:17]([CH3:16])[CH2:18][CH2:19]3)[S:25][C:11]=2[F:12])=[CH:6][CH:5]=1. The yield is 0.740.